Dataset: Drug-target binding data from BindingDB using IC50 measurements. Task: Regression. Given a target protein amino acid sequence and a drug SMILES string, predict the binding affinity score between them. We predict pIC50 (pIC50 = -log10(IC50 in M); higher means more potent). Dataset: bindingdb_ic50. (1) The compound is CN(C)C[C@@H]1CCn2cc(c3ccccc32)C2=C(C(=O)NC2=O)c2cn(c3ccccc23)CCO1. The target protein sequence is MDGTAAEPRPGAGSLQHAQPPPQPRKKRPEDFKFGKILGEGSFSTVVLARELATSREYAIKILEKRHIIKENKVPYVTRERDVMSRLDHPFFVKLYFTFQDDEKLYFGMSYAKNGELLKYIRKIGSFDETCTRFYTAEIVSALEYLHGKGIIHRDLKPENILLNEDMHIQITDFGTAKVLSPESKQARANSFVGTAQYVSPELLTEKSACKSSDLWALGCIIYQLVAGLPPFRAGNEYLIFQKIIKLEYDFPEKFFPKARDLVEKLLVLDATKRLGCEEMEGYGPLKAHPFFESVTWENLHQQTPPKLT. The pIC50 is 6.2. (2) The drug is Oc1ccccc1-c1c[nH]nn1. The target protein (P48776) has sequence MSGCPFAGNSVGYTLKNVSMEDNEEDRAQTGVNRASKGGLIYGNYLQLEKILNAQELQSEVKGNKIHDEHLFIITHQAYELWFKQILWELDSVREIFQNGHVRDERNMLKVIARMHRVVVIFKLLVQQFSVLETMTALDFNDFREYLSPASGFQSLQFRLLENKIGVLQSLRVPYNRKHYRDNFGGDYNELLLKSEQEQTLLQLVEAWLERTPGLEPNGFNFWGKFEKNILKGLEEEFLRIQAKTDSEEKEEQMAEFRKQKEVLLCLFDEKRHDYLLSKGERRLSYRALQGALMIYFYREEPRFQVPFQLLTSLMDIDTLMTKWRYNHVCMVHRMLGTKAGTGGSSGYHYLRSTVSDRYKVFVDLFNLSTYLVPRHWVPKMNPIIHKFLYTAEYSDSSYFSSDESD. The pIC50 is 4.0.